Dataset: Forward reaction prediction with 1.9M reactions from USPTO patents (1976-2016). Task: Predict the product of the given reaction. (1) Given the reactants I.[CH3:2][C:3]1([NH:16][C:17](SC)=[NH:18])[CH2:8][CH2:7][N:6]([C:9]2[CH:14]=[C:13]([CH3:15])[N:12]=[CH:11][N:10]=2)[CH2:5][CH2:4]1.Cl[CH2:22][CH2:23][CH2:24][CH:25]([C:29]1[CH:34]=[CH:33][C:32]([F:35])=[C:31]([F:36])[CH:30]=1)[C:26](O)=O.C(Cl)CCl.O.O[N:43]1C2C=CC=CC=2N=[N:44]1.CCN(C(C)C)C(C)C.NN, predict the reaction product. The product is: [F:36][C:31]1[CH:30]=[C:29]([CH:25]2[CH2:24][CH2:23][CH2:22][N:43]3[N:44]=[C:17]([NH:16][C:3]4([CH3:2])[CH2:8][CH2:7][N:6]([C:9]5[CH:14]=[C:13]([CH3:15])[N:12]=[CH:11][N:10]=5)[CH2:5][CH2:4]4)[N:18]=[C:26]23)[CH:34]=[CH:33][C:32]=1[F:35]. (2) Given the reactants [C:1]([CH2:3][NH:4][C:5](=[O:31])[C@@H:6]([O:11][C@H:12]([C:25]1[CH:30]=[CH:29][CH:28]=[CH:27][CH:26]=1)[C:13]1[CH:18]=[CH:17][C:16]([C:19]2[CH:20]=[N:21][CH:22]=[CH:23][CH:24]=2)=[CH:15][CH:14]=1)[CH2:7][CH:8]([CH3:10])[CH3:9])#[N:2].ClC1C=C(C=CC=1)C(OO)=[O:37], predict the reaction product. The product is: [C:1]([CH2:3][NH:4][C:5](=[O:31])[C@@H:6]([O:11][C@@H:12]([C:13]1[CH:18]=[CH:17][C:16]([C:19]2[CH:20]=[N+:21]([O-:37])[CH:22]=[CH:23][CH:24]=2)=[CH:15][CH:14]=1)[C:25]1[CH:30]=[CH:29][CH:28]=[CH:27][CH:26]=1)[CH2:7][CH:8]([CH3:10])[CH3:9])#[N:2].